From a dataset of Full USPTO retrosynthesis dataset with 1.9M reactions from patents (1976-2016). Predict the reactants needed to synthesize the given product. (1) Given the product [Br:1][C:2]1[C:3]([Cl:26])=[C:4]([C:9]2[C:10](=[O:25])[N:11]([CH2:38][CH:37]([F:47])[F:36])[C:12]3[C:17]([C:18]=2[O:19][C:20](=[O:24])[CH:21]([CH3:23])[CH3:22])=[CH:16][CH:15]=[CH:14][N:13]=3)[C:5]([F:8])=[CH:6][CH:7]=1, predict the reactants needed to synthesize it. The reactants are: [Br:1][C:2]1[C:3]([Cl:26])=[C:4]([C:9]2[C:10]([OH:25])=[N:11][C:12]3[C:17]([C:18]=2[O:19][C:20](=[O:24])[CH:21]([CH3:23])[CH3:22])=[CH:16][CH:15]=[CH:14][N:13]=3)[C:5]([F:8])=[CH:6][CH:7]=1.C(N(CC)C(C)C)(C)C.[F:36][CH:37]([F:47])[CH2:38]OS(C(F)(F)F)(=O)=O. (2) Given the product [NH2:1][C:2]1[N:3]=[C:4]([NH:17][CH:18]2[CH2:23][CH2:22][N:21]([S:24]([C:27]3[CH:28]=[N:29][C:30]([CH:34]=[CH2:35])=[CH:31][CH:32]=3)(=[O:26])=[O:25])[CH2:20][CH2:19]2)[S:5][C:6]=1[C:7]([C:9]1[C:14]([F:15])=[CH:13][CH:12]=[CH:11][C:10]=1[F:16])=[O:8], predict the reactants needed to synthesize it. The reactants are: [NH2:1][C:2]1[N:3]=[C:4]([NH:17][CH:18]2[CH2:23][CH2:22][N:21]([S:24]([C:27]3[CH:28]=[N:29][C:30](Cl)=[CH:31][CH:32]=3)(=[O:26])=[O:25])[CH2:20][CH2:19]2)[S:5][C:6]=1[C:7]([C:9]1[C:14]([F:15])=[CH:13][CH:12]=[CH:11][C:10]=1[F:16])=[O:8].[CH2:34]([Sn](CCCC)(CCCC)C=C)[CH2:35]CC.